From a dataset of Forward reaction prediction with 1.9M reactions from USPTO patents (1976-2016). Predict the product of the given reaction. (1) Given the reactants CS(O[CH2:6][C@@H:7]1[O:11][C:10](=[O:12])[N:9]([C:13]2[CH:18]=[CH:17][CH:16]=[C:15]([F:19])[CH:14]=2)[CH2:8]1)(=O)=O.[N-:20]=[N+:21]=[N-:22].[Na+].C[Si]([C:28]#[CH:29])(C)C, predict the reaction product. The product is: [F:19][C:15]1[CH:14]=[C:13]([N:9]2[CH2:8][C@H:7]([CH2:6][N:20]3[CH:29]=[CH:28][N:22]=[N:21]3)[O:11][C:10]2=[O:12])[CH:18]=[CH:17][CH:16]=1. (2) Given the reactants Cl[C:2]1[CH:10]=[CH:9][C:8]([S:11]([CH3:14])(=[O:13])=[O:12])=[CH:7][C:3]=1[C:4]([OH:6])=[O:5].[F:15][C:16]([F:20])([F:19])[CH2:17][OH:18], predict the reaction product. The product is: [CH3:14][S:11]([C:8]1[CH:9]=[CH:10][C:2]([O:18][CH2:17][C:16]([F:20])([F:19])[F:15])=[C:3]([CH:7]=1)[C:4]([OH:6])=[O:5])(=[O:13])=[O:12].